Task: Predict the reaction yield, written as a fraction of the theoretical maximum amount of product (1.0 means a 100% yield; for example, 0.34 means a 34% yield).. Dataset: Reaction yield outcomes from USPTO patents with 853,638 reactions (1) The reactants are C(NC(NC1[N:8]=[C:9]2[CH:14]=[C:13]([C:15]3[CH:16]=[N:17][C:18](OC)=[N:19][CH:20]=3)[CH:12]=[CH:11][N:10]2C=1)=O)C.C1(C)C=CC(S(Cl)(=O)=O)=CC=1.[N:35]1[CH:40]=CC=C[CH:36]=1. The catalyst is C(OCC)(=O)C. The product is [NH2:8][C:9]1[CH:14]=[C:13]([C:15]2[CH:20]=[N:19][C:18]([N:35]([CH3:40])[CH3:36])=[N:17][CH:16]=2)[CH:12]=[CH:11][N:10]=1. The yield is 0.790. (2) The reactants are Br[C:2]1[CH:3]=[CH:4][C:5]([O:8][CH2:9][C:10]2[C:11]([C:16]3[CH:21]=[CH:20][C:19]([F:22])=[CH:18][CH:17]=3)=[N:12][O:13][C:14]=2[CH3:15])=[N:6][CH:7]=1.C([Li])CCC.[O:28]1[CH2:31][C:30](=[O:32])[CH2:29]1.CO. The catalyst is C1COCC1. The product is [F:22][C:19]1[CH:20]=[CH:21][C:16]([C:11]2[C:10]([CH2:9][O:8][C:5]3[N:6]=[CH:7][C:2]([C:30]4([OH:32])[CH2:31][O:28][CH2:29]4)=[CH:3][CH:4]=3)=[C:14]([CH3:15])[O:13][N:12]=2)=[CH:17][CH:18]=1. The yield is 0.300. (3) The yield is 0.640. The catalyst is O1CCCC1.CO.[H-].[CH-]1C=CC=C1.[CH-]1C=CC=C1.[Cl-].[Zr+4]. The reactants are [CH2:1]([O:8][C:9]1[CH:10]=[N:11][C:12]2[C:17]([C:18]=1[C:19](N)=[O:20])=[N:16][C:15]([O:22][CH3:23])=[CH:14][CH:13]=2)[C:2]1[CH:7]=[CH:6][CH:5]=[CH:4][CH:3]=1.[BH4-].[Na+].C(OCC)(=O)C. The product is [CH2:1]([O:8][C:9]1[CH:10]=[N:11][C:12]2[C:17]([C:18]=1[CH2:19][OH:20])=[N:16][C:15]([O:22][CH3:23])=[CH:14][CH:13]=2)[C:2]1[CH:3]=[CH:4][CH:5]=[CH:6][CH:7]=1. (4) The reactants are F[C:2]1[C:3]([CH3:24])=[N:4][C:5]2[C:10]([N:11]=1)=[C:9]([C:12]1[NH:20][C:19]3[C:18]4([CH2:22][CH2:21]4)[CH2:17][NH:16][C:15](=[O:23])[C:14]=3[CH:13]=1)[CH:8]=[CH:7][CH:6]=2.[CH:25]1([NH2:28])[CH2:27][CH2:26]1.CCN(C(C)C)C(C)C. No catalyst specified. The product is [CH:25]1([NH:28][C:2]2[C:3]([CH3:24])=[N:4][C:5]3[C:10]([N:11]=2)=[C:9]([C:12]2[NH:20][C:19]4[C:18]5([CH2:21][CH2:22]5)[CH2:17][NH:16][C:15](=[O:23])[C:14]=4[CH:13]=2)[CH:8]=[CH:7][CH:6]=3)[CH2:27][CH2:26]1. The yield is 0.620. (5) The reactants are Br[C:2]1[CH:7]=[CH:6][CH:5]=[CH:4][N:3]=1.[N:8]1([C:14]([O:16][C:17]([CH3:20])([CH3:19])[CH3:18])=[O:15])[CH2:13][CH2:12][NH:11][CH2:10][CH2:9]1.C1C=CC(P(C2C(C3C(P(C4C=CC=CC=4)C4C=CC=CC=4)=CC=C4C=3C=CC=C4)=C3C(C=CC=C3)=CC=2)C2C=CC=CC=2)=CC=1.CC([O-])(C)C.[Na+]. The catalyst is C1(C)C=CC=CC=1.C1C=CC(/C=C/C(/C=C/C2C=CC=CC=2)=O)=CC=1.C1C=CC(/C=C/C(/C=C/C2C=CC=CC=2)=O)=CC=1.C1C=CC(/C=C/C(/C=C/C2C=CC=CC=2)=O)=CC=1.[Pd].[Pd]. The product is [N:3]1[CH:4]=[CH:5][CH:6]=[CH:7][C:2]=1[N:11]1[CH2:10][CH2:9][N:8]([C:14]([O:16][C:17]([CH3:20])([CH3:19])[CH3:18])=[O:15])[CH2:13][CH2:12]1. The yield is 0.840. (6) The catalyst is N1C=CC=CC=1. The yield is 0.560. The product is [CH2:4]([O:3][C:1]([NH:11][C@H:12]1[CH2:13][C:14](=[O:16])[N:20]([CH2:21][C:22]2[CH:23]=[CH:24][C:25]([C:26]([OH:28])=[O:27])=[CH:29][CH:30]=2)[C:17]1=[O:18])=[O:2])[C:5]1[CH:6]=[CH:7][CH:8]=[CH:9][CH:10]=1. The reactants are [C:1]([NH:11][C@@H:12]1[C:17](=[O:18])[O:16][C:14](=O)[CH2:13]1)([O:3][CH2:4][C:5]1[CH:10]=[CH:9][CH:8]=[CH:7][CH:6]=1)=[O:2].Cl.[NH2:20][CH2:21][C:22]1[CH:30]=[CH:29][C:25]([C:26]([OH:28])=[O:27])=[CH:24][CH:23]=1.C(N(CC)CC)C.